Dataset: Forward reaction prediction with 1.9M reactions from USPTO patents (1976-2016). Task: Predict the product of the given reaction. (1) Given the reactants Cl.Cl[C:3]1[N:12]=[C:11]([N:13]([C:15]2[CH:20]=[CH:19][C:18]([O:21][CH3:22])=[CH:17][CH:16]=2)[CH3:14])[C:10]2[C:5](=[CH:6][CH:7]=[CH:8][CH:9]=2)[N:4]=1.[NH2:23][CH2:24][CH2:25][O:26][CH2:27][CH2:28][O:29][CH2:30][CH2:31][NH2:32], predict the reaction product. The product is: [NH2:23][CH2:24][CH2:25][O:26][CH2:27][CH2:28][O:29][CH2:30][CH2:31][NH:32][C:3]1[N:12]=[C:11]([N:13]([C:15]2[CH:20]=[CH:19][C:18]([O:21][CH3:22])=[CH:17][CH:16]=2)[CH3:14])[C:10]2[C:5](=[CH:6][CH:7]=[CH:8][CH:9]=2)[N:4]=1. (2) Given the reactants [NH2:1][C:2]1[CH:11]=[CH:10][CH:9]=[CH:8][C:3]=1[C:4]([O:6][CH3:7])=[O:5].N1C=CC=CC=1.[CH3:18][O:19][C:20]1[CH:21]=[C:22]([CH:26]=[CH:27][C:28]=1[O:29][CH3:30])[C:23](Cl)=[O:24], predict the reaction product. The product is: [CH3:18][O:19][C:20]1[CH:21]=[C:22]([CH:26]=[CH:27][C:28]=1[O:29][CH3:30])[C:23]([NH:1][C:2]1[CH:11]=[CH:10][CH:9]=[CH:8][C:3]=1[C:4]([O:6][CH3:7])=[O:5])=[O:24].